Predict the reactants needed to synthesize the given product. From a dataset of Full USPTO retrosynthesis dataset with 1.9M reactions from patents (1976-2016). (1) The reactants are: [CH:1](=[N:8]/[C:9]1[CH:17]=[CH:16][CH:15]=[C:14]2[C:10]=1[CH2:11][O:12][C:13]2=[O:18])\[C:2]1[CH:7]=[CH:6][CH:5]=[CH:4][CH:3]=1.[CH3:19][N:20]1[C:24]([CH:25]=O)=[N:23][CH:22]=[N:21]1.[CH3:27][CH2:28][O-:29].[Na+]. Given the product [CH3:19][N:20]1[C:24]([CH:25]2[C:28](=[O:29])[C:27]3[C:14]([C:13]([O:12][CH2:11][CH3:10])=[O:18])=[CH:15][CH:16]=[CH:17][C:9]=3[NH:8][CH:1]2[C:2]2[CH:3]=[CH:4][CH:5]=[CH:6][CH:7]=2)=[N:23][CH:22]=[N:21]1, predict the reactants needed to synthesize it. (2) Given the product [CH3:14][C@@H:4]1[CH2:3][C@@H:2]([O:1][S:15]([C:18]2[CH:24]=[CH:23][C:21]([CH3:22])=[CH:20][CH:19]=2)(=[O:17])=[O:16])[CH2:6][N:5]1[C:7]([O:9][C:10]([CH3:13])([CH3:12])[CH3:11])=[O:8], predict the reactants needed to synthesize it. The reactants are: [OH:1][C@H:2]1[CH2:6][N:5]([C:7]([O:9][C:10]([CH3:13])([CH3:12])[CH3:11])=[O:8])[C@H:4]([CH3:14])[CH2:3]1.[S:15](Cl)([C:18]1[CH:24]=[CH:23][C:21]([CH3:22])=[CH:20][CH:19]=1)(=[O:17])=[O:16].Cl. (3) Given the product [Br:1][C:2]1[CH:3]=[C:4]([S:9][CH2:11][C:12](=[O:14])[CH3:13])[CH:5]=[CH:6][C:7]=1[F:8], predict the reactants needed to synthesize it. The reactants are: [Br:1][C:2]1[CH:3]=[C:4]([SH:9])[CH:5]=[CH:6][C:7]=1[F:8].Cl[CH2:11][C:12](=[O:14])[CH3:13].C(=O)([O-])[O-].[K+].[K+].